This data is from Reaction yield outcomes from USPTO patents with 853,638 reactions. The task is: Predict the reaction yield, written as a fraction of the theoretical maximum amount of product (1.0 means a 100% yield; for example, 0.34 means a 34% yield). The reactants are [Br:1][C:2]1[CH:7]=[CH:6][C:5]([S:8]([N:11]2[CH2:18][CH2:17][C:14]3([O:16][CH2:15]3)[CH2:13][CH2:12]2)(=[O:10])=[O:9])=[CH:4][CH:3]=1.[F:19][C:20]([F:24])([F:23])[CH2:21][NH2:22].[Al]. The catalyst is C(O)C. The product is [Br:1][C:2]1[CH:7]=[CH:6][C:5]([S:8]([N:11]2[CH2:18][CH2:17][C:14]([CH2:15][NH:22][CH2:21][C:20]([F:24])([F:23])[F:19])([OH:16])[CH2:13][CH2:12]2)(=[O:10])=[O:9])=[CH:4][CH:3]=1. The yield is 0.980.